This data is from NCI-60 drug combinations with 297,098 pairs across 59 cell lines. The task is: Regression. Given two drug SMILES strings and cell line genomic features, predict the synergy score measuring deviation from expected non-interaction effect. (1) Drug 1: C1CCN(CC1)CCOC2=CC=C(C=C2)C(=O)C3=C(SC4=C3C=CC(=C4)O)C5=CC=C(C=C5)O. Drug 2: CCC1(CC2CC(C3=C(CCN(C2)C1)C4=CC=CC=C4N3)(C5=C(C=C6C(=C5)C78CCN9C7C(C=CC9)(C(C(C8N6C)(C(=O)OC)O)OC(=O)C)CC)OC)C(=O)OC)O.OS(=O)(=O)O. Cell line: SR. Synergy scores: CSS=82.4, Synergy_ZIP=21.2, Synergy_Bliss=20.2, Synergy_Loewe=-1.78, Synergy_HSA=22.0. (2) Drug 1: CC12CCC(CC1=CCC3C2CCC4(C3CC=C4C5=CN=CC=C5)C)O. Drug 2: CC1CCC2CC(C(=CC=CC=CC(CC(C(=O)C(C(C(=CC(C(=O)CC(OC(=O)C3CCCCN3C(=O)C(=O)C1(O2)O)C(C)CC4CCC(C(C4)OC)O)C)C)O)OC)C)C)C)OC. Cell line: HL-60(TB). Synergy scores: CSS=20.4, Synergy_ZIP=-1.30, Synergy_Bliss=1.67, Synergy_Loewe=-25.9, Synergy_HSA=-2.89. (3) Drug 1: CC1=C(C=C(C=C1)NC2=NC=CC(=N2)N(C)C3=CC4=NN(C(=C4C=C3)C)C)S(=O)(=O)N.Cl. Drug 2: COC1=CC(=CC(=C1O)OC)C2C3C(COC3=O)C(C4=CC5=C(C=C24)OCO5)OC6C(C(C7C(O6)COC(O7)C8=CC=CS8)O)O. Cell line: UACC62. Synergy scores: CSS=25.9, Synergy_ZIP=-10.1, Synergy_Bliss=-1.76, Synergy_Loewe=-31.7, Synergy_HSA=-1.56. (4) Drug 1: CS(=O)(=O)C1=CC(=C(C=C1)C(=O)NC2=CC(=C(C=C2)Cl)C3=CC=CC=N3)Cl. Drug 2: COC1=CC(=CC(=C1O)OC)C2C3C(COC3=O)C(C4=CC5=C(C=C24)OCO5)OC6C(C(C7C(O6)COC(O7)C8=CC=CS8)O)O. Cell line: A549. Synergy scores: CSS=35.6, Synergy_ZIP=-4.83, Synergy_Bliss=-7.01, Synergy_Loewe=-20.2, Synergy_HSA=-5.21. (5) Drug 2: CN(C(=O)NC(C=O)C(C(C(CO)O)O)O)N=O. Drug 1: CC1=CC=C(C=C1)C2=CC(=NN2C3=CC=C(C=C3)S(=O)(=O)N)C(F)(F)F. Cell line: MCF7. Synergy scores: CSS=-1.54, Synergy_ZIP=3.40, Synergy_Bliss=3.64, Synergy_Loewe=2.57, Synergy_HSA=1.29.